From a dataset of Forward reaction prediction with 1.9M reactions from USPTO patents (1976-2016). Predict the product of the given reaction. (1) Given the reactants [C:1]([O:9][CH:10]([C:12]1[S:13][CH:14]=[CH:15][N:16]=1)[CH3:11])(=[O:8])[C:2]1[CH:7]=[CH:6][CH:5]=[CH:4][CH:3]=1.[Br:17][CH2:18][C:19]([C:21]1[CH:26]=[CH:25][CH:24]=[CH:23][CH:22]=1)=[O:20].C(#N)C, predict the reaction product. The product is: [Br-:17].[O:20]=[C:19]([C:21]1[CH:26]=[CH:25][CH:24]=[CH:23][CH:22]=1)[CH2:18][N+:16]1[CH:15]=[CH:14][S:13][C:12]=1[CH:10]([O:9][C:1](=[O:8])[C:2]1[CH:3]=[CH:4][CH:5]=[CH:6][CH:7]=1)[CH3:11]. (2) Given the reactants [C:1]([O:5][C:6]([NH:8][CH2:9][CH2:10][CH2:11][NH2:12])=[O:7])([CH3:4])([CH3:3])[CH3:2].[CH:13]([P:15](=[O:22])([O:19][CH2:20][CH3:21])[O:16][CH2:17][CH3:18])=[CH2:14], predict the reaction product. The product is: [CH2:17]([O:16][P:15]([CH2:13][CH2:14][NH:12][CH2:11][CH2:10][CH2:9][NH:8][C:6]([O:5][C:1]([CH3:4])([CH3:3])[CH3:2])=[O:7])(=[O:22])[O:19][CH2:20][CH3:21])[CH3:18]. (3) The product is: [C:7]([NH:11][C:12]1[N:6]2[C:2]([S:3][CH:4]=[CH:5]2)=[N:1][C:16]=1[C:15]1[CH:18]=[CH:19][C:20]([Cl:22])=[CH:21][C:14]=1[Cl:13])([CH3:10])([CH3:9])[CH3:8]. Given the reactants [NH2:1][C:2]1[S:3][CH:4]=[CH:5][N:6]=1.[C:7]([N+:11]#[C-:12])([CH3:10])([CH3:9])[CH3:8].[Cl:13][C:14]1[CH:21]=[C:20]([Cl:22])[CH:19]=[CH:18][C:15]=1[CH:16]=O, predict the reaction product. (4) Given the reactants [NH2:1][C:2]1[CH:11]=[C:6]([C:7]([O:9][CH3:10])=[O:8])[C:5]([OH:12])=[CH:4][CH:3]=1.[CH:13](=O)[C:14]1[CH:19]=[CH:18][CH:17]=[CH:16][CH:15]=1.CC(O)=O.[BH3-]C#N.[Na+], predict the reaction product. The product is: [CH2:13]([NH:1][C:2]1[CH:3]=[CH:4][C:5]([OH:12])=[C:6]([CH:11]=1)[C:7]([O:9][CH3:10])=[O:8])[C:14]1[CH:19]=[CH:18][CH:17]=[CH:16][CH:15]=1. (5) Given the reactants [C:1]([O:4][CH2:5][C@H:6]1[CH2:11][C@@H:10]([O:12][C:13](=[O:15])[CH3:14])[CH2:9][CH2:8][C@@:7]1([C@H:17]1[CH2:25][CH2:24][C@@:23]2([CH3:26])[C@@H:19]([CH2:20][CH2:21][C:22]2=[CH2:27])[C@@H:18]1[CH:28]=O)[CH3:16])(=[O:3])[CH3:2].Cl.[O:31]([NH2:33])[CH3:32], predict the reaction product. The product is: [C:1]([O:4][CH2:5][C@H:6]1[CH2:11][C@@H:10]([O:12][C:13](=[O:15])[CH3:14])[CH2:9][CH2:8][C@@:7]1([C@H:17]1[CH2:25][CH2:24][C@@:23]2([CH3:26])[C@@H:19]([CH2:20][CH2:21][C:22]2=[CH2:27])[C@@H:18]1/[CH:28]=[N:33]\[O:31][CH3:32])[CH3:16])(=[O:3])[CH3:2]. (6) Given the reactants [N:1]([C@@H:4]([C@@H:36]([C:43]1[CH:48]=[CH:47][C:46]([F:49])=[CH:45][CH:44]=1)[CH:37]1[CH2:42][CH2:41][O:40][CH2:39][CH2:38]1)[C:5]([NH:7][C:8]1[CH:13]=[CH:12][CH:11]=[C:10]([F:14])[C:9]=1[CH2:15][CH2:16][C@H:17]([NH:26][S:27]([C:30]1[CH:35]=[CH:34][CH:33]=[CH:32][CH:31]=1)(=[O:29])=[O:28])[CH2:18][NH:19][CH2:20][C:21]1([CH2:24][OH:25])[CH2:23][CH2:22]1)=[O:6])=[N+:2]=[N-:3].[C:50](O[C:50]([O:52][C:53]([CH3:56])([CH3:55])[CH3:54])=[O:51])([O:52][C:53]([CH3:56])([CH3:55])[CH3:54])=[O:51].C(N(CC)CC)C, predict the reaction product. The product is: [N:1]([C@@H:4]([C@@H:36]([C:43]1[CH:44]=[CH:45][C:46]([F:49])=[CH:47][CH:48]=1)[CH:37]1[CH2:38][CH2:39][O:40][CH2:41][CH2:42]1)[C:5]([NH:7][C:8]1[CH:13]=[CH:12][CH:11]=[C:10]([F:14])[C:9]=1[CH2:15][CH2:16][C@H:17]([NH:26][S:27]([C:30]1[CH:31]=[CH:32][CH:33]=[CH:34][CH:35]=1)(=[O:29])=[O:28])[CH2:18][N:19]([CH2:20][C:21]1([CH2:24][OH:25])[CH2:22][CH2:23]1)[C:50](=[O:51])[O:52][C:53]([CH3:56])([CH3:55])[CH3:54])=[O:6])=[N+:2]=[N-:3].